This data is from Forward reaction prediction with 1.9M reactions from USPTO patents (1976-2016). The task is: Predict the product of the given reaction. (1) Given the reactants [CH:1]1([C:7]2[CH:20]=[CH:19][C:10]([O:11][CH2:12][C@H:13]3[O:17][C:16]([NH2:18])=[N:15][CH2:14]3)=[CH:9][CH:8]=2)[CH2:6][CH2:5][CH2:4][CH2:3][CH2:2]1.C([O:23][C:24](=O)[C:25]#[C:26][CH:27]1[CH2:29][CH2:28]1)C.C(C1CC1)#C.ClC(OCC)=O, predict the reaction product. The product is: [CH:1]1([C:7]2[CH:20]=[CH:19][C:10]([O:11][CH2:12][C@H:13]3[O:17][C:16]4=[N:18][C:24](=[O:23])[CH:25]=[C:26]([CH:27]5[CH2:29][CH2:28]5)[N:15]4[CH2:14]3)=[CH:9][CH:8]=2)[CH2:2][CH2:3][CH2:4][CH2:5][CH2:6]1. (2) Given the reactants [Cl:1][C:2]1[CH:3]=[C:4]([CH:31]=[C:32]([C:35]([F:38])([F:37])[F:36])[C:33]=1[OH:34])[CH2:5][C@@H:6]([CH2:10][C:11](=[O:30])[N:12]1[CH2:17][CH2:16][CH:15]([N:18]2[CH2:24][CH2:23][C:22]3[CH:25]=[CH:26][CH:27]=[CH:28][C:21]=3[NH:20][C:19]2=[O:29])[CH2:14][CH2:13]1)[C:7]([OH:9])=O.[O:39]1[CH2:44][CH2:43][CH:42]([N:45]2[CH2:50][CH2:49][NH:48][CH2:47][CH2:46]2)[CH2:41][CH2:40]1, predict the reaction product. The product is: [Cl:1][C:2]1[CH:3]=[C:4]([CH:31]=[C:32]([C:35]([F:36])([F:37])[F:38])[C:33]=1[OH:34])[CH2:5][C@@H:6]([CH2:10][C:11]([N:12]1[CH2:13][CH2:14][CH:15]([N:18]2[CH2:24][CH2:23][C:22]3[CH:25]=[CH:26][CH:27]=[CH:28][C:21]=3[NH:20][C:19]2=[O:29])[CH2:16][CH2:17]1)=[O:30])[C:7]([N:48]1[CH2:47][CH2:46][N:45]([CH:42]2[CH2:43][CH2:44][O:39][CH2:40][CH2:41]2)[CH2:50][CH2:49]1)=[O:9]. (3) Given the reactants [C:1]1([C:7]2[NH:8][CH:9]=[CH:10][C:11]=2[C:12]([O:14][CH2:15][CH3:16])=[O:13])[CH:6]=[CH:5][CH:4]=[CH:3][CH:2]=1.CN(C=O)C.[C:22]1([S:28](Cl)(=[O:30])=[O:29])[CH:27]=[CH:26][CH:25]=[CH:24][CH:23]=1.O, predict the reaction product. The product is: [C:1]1([C:7]2[N:8]([S:28]([C:22]3[CH:27]=[CH:26][CH:25]=[CH:24][CH:23]=3)(=[O:30])=[O:29])[CH:9]=[CH:10][C:11]=2[C:12]([O:14][CH2:15][CH3:16])=[O:13])[CH:2]=[CH:3][CH:4]=[CH:5][CH:6]=1. (4) Given the reactants [O:1]1[CH2:6][CH2:5][C:4](=[O:7])[CH2:3][CH2:2]1.[CH3:8]OC(OC)(C)C.[C:15]([N+:19]#[C-])(C)(C)C.O, predict the reaction product. The product is: [CH3:8][O:7][C:4]1([C:15]#[N:19])[CH2:5][CH2:6][O:1][CH2:2][CH2:3]1. (5) Given the reactants [F:1][CH2:2][CH2:3][C:4]1[CH:9]=[CH:8][C:7]([NH:10][C:11]([NH:13][C:14]2[CH:19]=[CH:18][C:17]([O:20][C:21]3[CH:26]=[CH:25][N:24]=[C:23]4[NH:27][N:28]=[CH:29][C:22]=34)=[CH:16][CH:15]=2)=[O:12])=[CH:6][C:5]=1[C:30]([F:33])([F:32])[F:31].[H-].[Na+].I[CH3:37].[Cl-].[NH4+], predict the reaction product. The product is: [F:1][CH2:2][CH2:3][C:4]1[CH:9]=[CH:8][C:7]([NH:10][C:11]([NH:13][C:14]2[CH:15]=[CH:16][C:17]([O:20][C:21]3[CH:26]=[CH:25][N:24]=[C:23]4[N:27]([CH3:37])[N:28]=[CH:29][C:22]=34)=[CH:18][CH:19]=2)=[O:12])=[CH:6][C:5]=1[C:30]([F:33])([F:32])[F:31].